From a dataset of Full USPTO retrosynthesis dataset with 1.9M reactions from patents (1976-2016). Predict the reactants needed to synthesize the given product. (1) Given the product [C:41]([OH:47])([C:43]([F:46])([F:45])[F:44])=[O:42].[NH2:31][C@H:26]1[CH2:27][CH2:28][CH2:29][CH2:30][C@H:25]1[NH:24][C:5]1[N:6]=[C:7]([NH:13][C:14]2[CH:19]=[CH:18][CH:17]=[C:16]([C:20]([F:22])([F:21])[F:23])[CH:15]=2)[C:8]2[C:9](=[O:11])[NH:40][CH2:2][C:3]=2[N:4]=1, predict the reactants needed to synthesize it. The reactants are: Br[CH2:2][C:3]1[C:8]([C:9]([O:11]C)=O)=[C:7]([NH:13][C:14]2[CH:19]=[CH:18][CH:17]=[C:16]([C:20]([F:23])([F:22])[F:21])[CH:15]=2)[N:6]=[C:5]([NH:24][C@@H:25]2[CH2:30][CH2:29][CH2:28][CH2:27][C@@H:26]2[NH:31]C(OC(C)(C)C)=O)[N:4]=1.[OH-].[NH4+:40].[C:41]([OH:47])([C:43]([F:46])([F:45])[F:44])=[O:42].C(Cl)Cl. (2) Given the product [F:1][C:2]1[CH:3]=[C:4]([CH:34]=[CH:35][C:36]=1[O:37][CH2:39][CH2:40][N:42]1[C:47]([CH3:49])([CH3:48])[CH2:46][CH2:45][CH2:44][C:43]1([CH3:51])[CH3:50])[CH2:5][CH2:7][NH:8][C:9]1[CH:14]=[C:13]([O:15][CH3:16])[CH:12]=[CH:11][C:10]=1[CH:17]1[CH2:26][CH2:25][C:24]2[CH:23]=[C:22]([OH:27])[CH:21]=[CH:20][C:19]=2[CH2:18]1, predict the reactants needed to synthesize it. The reactants are: [F:1][C:2]1[CH:3]=[C:4]([CH:34]=[CH:35][C:36]=1[OH:37])[C:5]([CH2:7][NH:8][C:9]1[CH:14]=[C:13]([O:15][CH3:16])[CH:12]=[CH:11][C:10]=1[CH:17]1[CH2:26][CH2:25][C:24]2[CH:23]=[C:22]([O:27]C(=O)C(C)(C)C)[CH:21]=[CH:20][C:19]=2[CH2:18]1)=O.Br[CH2:39][C:40]([N:42]1[C:47]([CH3:49])([CH3:48])[CH2:46][CH2:45][CH2:44][C:43]1([CH3:51])[CH3:50])=O.